This data is from Full USPTO retrosynthesis dataset with 1.9M reactions from patents (1976-2016). The task is: Predict the reactants needed to synthesize the given product. (1) Given the product [Br:1][C:2]1[CH:17]=[CH:16][C:15]([F:18])=[CH:14][C:3]=1[O:4][C:5]1[CH:6]=[CH:7][C:8]([C:9]([NH:20][CH:21]([CH2:26][OH:27])[C:22]([O:24][CH3:25])=[O:23])=[O:11])=[CH:12][CH:13]=1, predict the reactants needed to synthesize it. The reactants are: [Br:1][C:2]1[CH:17]=[CH:16][C:15]([F:18])=[CH:14][C:3]=1[O:4][C:5]1[CH:13]=[CH:12][C:8]([C:9]([OH:11])=O)=[CH:7][CH:6]=1.Cl.[NH2:20][CH:21]([CH2:26][OH:27])[C:22]([O:24][CH3:25])=[O:23].C1C=CC2N(O)N=NC=2C=1.CN1CCOCC1.C(Cl)CCl. (2) Given the product [NH2:13][C:11]1[S:12][C:8](/[CH:7]=[C:6](\[NH:18][C:19](=[O:38])[C:20]2[CH:25]=[CH:24][C:23]([C:26]([NH:28][CH2:29][C:30]3[CH:35]=[CH:34][CH:33]=[C:32]([OH:36])[CH:31]=3)=[O:27])=[CH:22][C:21]=2[Cl:37])/[C:5]([OH:39])=[O:4])=[C:9]([C:14]([F:15])([F:16])[F:17])[N:10]=1.[Cl:37][C:21]1[CH:22]=[C:23]([C:26]([NH:28][CH2:29][C:30]2[CH:35]=[CH:34][CH:33]=[C:32]([OH:36])[CH:31]=2)=[O:27])[CH:24]=[CH:25][C:20]=1[C:19]([NH:18]/[C:6](=[CH:7]\[C:8]1[S:12][C:11]([NH:13][CH3:40])=[N:10][C:9]=1[C:14]([F:17])([F:15])[F:16])/[C:5]([OH:4])=[O:39])=[O:38], predict the reactants needed to synthesize it. The reactants are: [OH-].[Na+].C[O:4][C:5](=[O:39])/[C:6](/[NH:18][C:19](=[O:38])[C:20]1[CH:25]=[CH:24][C:23]([C:26]([NH:28][CH2:29][C:30]2[CH:35]=[CH:34][CH:33]=[C:32]([OH:36])[CH:31]=2)=[O:27])=[CH:22][C:21]=1[Cl:37])=[CH:7]/[C:8]1[S:12][C:11]([NH2:13])=[N:10][C:9]=1[C:14]([F:17])([F:16])[F:15].[CH3:40]O. (3) Given the product [F:1][C:2]1[CH:3]=[C:4]([C:8]2[N:12]([C:13]3[CH:14]=[CH:15][C:16]([F:19])=[CH:17][CH:18]=3)[N:11]=[C:10]([C:20]([OH:22])=[O:21])[CH:9]=2)[CH:5]=[CH:6][CH:7]=1, predict the reactants needed to synthesize it. The reactants are: [F:1][C:2]1[CH:3]=[C:4]([C:8]2[N:12]([C:13]3[CH:18]=[CH:17][C:16]([F:19])=[CH:15][CH:14]=3)[N:11]=[C:10]([C:20]([O:22]CC)=[O:21])[CH:9]=2)[CH:5]=[CH:6][CH:7]=1.[OH-].[Li+]. (4) Given the product [Cl:62][C:59]1[CH:58]=[CH:57][C:56]([C:54](=[O:55])[CH2:53][NH:52][C:5](=[O:7])[CH2:4][CH:3]([CH2:8][N:9]2[CH2:14][CH2:13][CH2:12][CH:11]([C:15]3[CH:20]=[CH:19][CH:18]=[C:17]([C:21]([F:23])([F:24])[F:22])[CH:16]=3)[CH2:10]2)[C:2]([F:25])([F:26])[F:1])=[CH:61][CH:60]=1, predict the reactants needed to synthesize it. The reactants are: [F:1][C:2]([F:26])([F:25])[CH:3]([CH2:8][N:9]1[CH2:14][CH2:13][CH2:12][CH:11]([C:15]2[CH:20]=[CH:19][CH:18]=[C:17]([C:21]([F:24])([F:23])[F:22])[CH:16]=2)[CH2:10]1)[CH2:4][C:5]([OH:7])=O.CN(C(ON1N=NC2C=CC=NC1=2)=[N+](C)C)C.F[P-](F)(F)(F)(F)F.Cl.[NH2:52][CH2:53][C:54]([C:56]1[CH:61]=[CH:60][C:59]([Cl:62])=[CH:58][CH:57]=1)=[O:55].CCN(C(C)C)C(C)C. (5) Given the product [CH2:17]([O:16][C:14]1[CH:15]=[C:10]([CH:11]=[C:12]([O:25][CH2:26][C:27]2[CH:32]=[CH:31][CH:30]=[CH:29][CH:28]=2)[C:13]=1[Br:24])[C:9]([OH:33])=[O:8])[C:18]1[CH:19]=[CH:20][CH:21]=[CH:22][CH:23]=1, predict the reactants needed to synthesize it. The reactants are: C([O:8][C:9](=[O:33])[C:10]1[CH:15]=[C:14]([O:16][CH2:17][C:18]2[CH:23]=[CH:22][CH:21]=[CH:20][CH:19]=2)[C:13]([Br:24])=[C:12]([O:25][CH2:26][C:27]2[CH:32]=[CH:31][CH:30]=[CH:29][CH:28]=2)[CH:11]=1)C1C=CC=CC=1.[OH-].[Na+].CCOCC. (6) Given the product [CH3:31][O:32][CH2:33][N:3]1[CH:4]=[CH:5][S:1][C:2]1=[N:6][C:7]1[N:12]=[C:11]([C:13]([O:15][CH3:16])=[O:14])[CH:10]=[CH:9][CH:8]=1, predict the reactants needed to synthesize it. The reactants are: [S:1]1[CH:5]=[CH:4][N:3]=[C:2]1[NH:6][C:7]1[N:12]=[C:11]([C:13]([O:15][CH3:16])=[O:14])[CH:10]=[CH:9][CH:8]=1.C(N(CC)C(C)C)(C)C.C(Cl)(Cl)Cl.C[CH2:31][O:32][CH2:33]C. (7) Given the product [F:23][C:20]([F:21])([F:22])[S:17]([NH:16][C:13]([C:11]1[S:12][C:8]([C:5]2[CH:4]=[CH:3][C:2]([NH:1][C:34]([NH:33][C:26]3[CH:27]=[C:28]([F:32])[C:29]([F:31])=[CH:30][C:25]=3[F:24])=[O:35])=[CH:7][CH:6]=2)=[CH:9][N:10]=1)([CH3:14])[CH3:15])(=[O:19])=[O:18], predict the reactants needed to synthesize it. The reactants are: [NH2:1][C:2]1[CH:7]=[CH:6][C:5]([C:8]2[S:12][C:11]([C:13]([NH:16][S:17]([C:20]([F:23])([F:22])[F:21])(=[O:19])=[O:18])([CH3:15])[CH3:14])=[N:10][CH:9]=2)=[CH:4][CH:3]=1.[F:24][C:25]1[CH:30]=[C:29]([F:31])[C:28]([F:32])=[CH:27][C:26]=1[N:33]=[C:34]=[O:35].